From a dataset of Catalyst prediction with 721,799 reactions and 888 catalyst types from USPTO. Predict which catalyst facilitates the given reaction. Reactant: [C:1]([N:4]1[CH2:9][CH2:8][C:7]2[N:10]([CH:25]3[CH2:30][CH2:29][O:28][CH2:27][CH2:26]3)[N:11]=[C:12]([N:13]3[C:22]4[C:17](=[CH:18][CH:19]=[C:20]([C:23]#[N:24])[CH:21]=4)[CH2:16][CH2:15][CH2:14]3)[C:6]=2[CH2:5]1)(=[O:3])[CH3:2].[Br:31]N1C(=O)CCC1=O. Product: [C:1]([N:4]1[CH2:9][CH2:8][C:7]2[N:10]([CH:25]3[CH2:26][CH2:27][O:28][CH2:29][CH2:30]3)[N:11]=[C:12]([N:13]3[C:22]4[C:17](=[CH:18][C:19]([Br:31])=[C:20]([C:23]#[N:24])[CH:21]=4)[CH2:16][CH2:15][CH2:14]3)[C:6]=2[CH2:5]1)(=[O:3])[CH3:2]. The catalyst class is: 2.